This data is from NCI-60 drug combinations with 297,098 pairs across 59 cell lines. The task is: Regression. Given two drug SMILES strings and cell line genomic features, predict the synergy score measuring deviation from expected non-interaction effect. (1) Drug 1: C1CN1P(=S)(N2CC2)N3CC3. Drug 2: CC=C1C(=O)NC(C(=O)OC2CC(=O)NC(C(=O)NC(CSSCCC=C2)C(=O)N1)C(C)C)C(C)C. Cell line: NCI-H322M. Synergy scores: CSS=13.8, Synergy_ZIP=-0.371, Synergy_Bliss=3.27, Synergy_Loewe=-26.5, Synergy_HSA=-6.57. (2) Drug 1: COC1=C(C=C2C(=C1)N=CN=C2NC3=CC(=C(C=C3)F)Cl)OCCCN4CCOCC4. Drug 2: C1CCC(CC1)NC(=O)N(CCCl)N=O. Cell line: NCI-H522. Synergy scores: CSS=35.9, Synergy_ZIP=-3.17, Synergy_Bliss=-2.22, Synergy_Loewe=-5.08, Synergy_HSA=2.79. (3) Drug 1: CC12CCC3C(C1CCC2O)C(CC4=C3C=CC(=C4)O)CCCCCCCCCS(=O)CCCC(C(F)(F)F)(F)F. Drug 2: CCN(CC)CCCC(C)NC1=C2C=C(C=CC2=NC3=C1C=CC(=C3)Cl)OC. Cell line: SN12C. Synergy scores: CSS=14.2, Synergy_ZIP=-6.34, Synergy_Bliss=-2.51, Synergy_Loewe=-8.20, Synergy_HSA=-2.06. (4) Drug 1: CNC(=O)C1=CC=CC=C1SC2=CC3=C(C=C2)C(=NN3)C=CC4=CC=CC=N4. Drug 2: C1C(C(OC1N2C=NC3=C2NC=NCC3O)CO)O. Cell line: NCI-H460. Synergy scores: CSS=9.23, Synergy_ZIP=-1.66, Synergy_Bliss=5.94, Synergy_Loewe=2.26, Synergy_HSA=5.38. (5) Drug 1: C1CC(C1)(C(=O)O)C(=O)O.[NH2-].[NH2-].[Pt+2]. Drug 2: CCN(CC)CCNC(=O)C1=C(NC(=C1C)C=C2C3=C(C=CC(=C3)F)NC2=O)C. Cell line: SNB-75. Synergy scores: CSS=-1.03, Synergy_ZIP=0.741, Synergy_Bliss=0.229, Synergy_Loewe=-3.25, Synergy_HSA=-2.95. (6) Drug 1: C1CCC(CC1)NC(=O)N(CCCl)N=O. Drug 2: CCCCCOC(=O)NC1=NC(=O)N(C=C1F)C2C(C(C(O2)C)O)O. Cell line: HS 578T. Synergy scores: CSS=17.7, Synergy_ZIP=-4.38, Synergy_Bliss=7.48, Synergy_Loewe=-4.39, Synergy_HSA=5.77. (7) Drug 1: C1=CC(=CC=C1CCCC(=O)O)N(CCCl)CCCl. Drug 2: CC(C)CN1C=NC2=C1C3=CC=CC=C3N=C2N. Cell line: K-562. Synergy scores: CSS=7.70, Synergy_ZIP=-7.74, Synergy_Bliss=-6.22, Synergy_Loewe=-8.16, Synergy_HSA=-7.62. (8) Drug 1: C1CN1P(=S)(N2CC2)N3CC3. Drug 2: CCC1(CC2CC(C3=C(CCN(C2)C1)C4=CC=CC=C4N3)(C5=C(C=C6C(=C5)C78CCN9C7C(C=CC9)(C(C(C8N6C)(C(=O)OC)O)OC(=O)C)CC)OC)C(=O)OC)O.OS(=O)(=O)O. Cell line: MCF7. Synergy scores: CSS=6.11, Synergy_ZIP=-2.77, Synergy_Bliss=1.12, Synergy_Loewe=-0.369, Synergy_HSA=-0.0402. (9) Synergy scores: CSS=49.7, Synergy_ZIP=-4.04, Synergy_Bliss=-3.72, Synergy_Loewe=-17.3, Synergy_HSA=-1.18. Cell line: CCRF-CEM. Drug 2: CC1=C(C(=O)C2=C(C1=O)N3CC4C(C3(C2COC(=O)N)OC)N4)N. Drug 1: CNC(=O)C1=NC=CC(=C1)OC2=CC=C(C=C2)NC(=O)NC3=CC(=C(C=C3)Cl)C(F)(F)F. (10) Drug 1: CN(C)C1=NC(=NC(=N1)N(C)C)N(C)C. Drug 2: CC12CCC3C(C1CCC2OP(=O)(O)O)CCC4=C3C=CC(=C4)OC(=O)N(CCCl)CCCl.[Na+]. Cell line: SK-MEL-2. Synergy scores: CSS=-1.26, Synergy_ZIP=-2.54, Synergy_Bliss=-5.77, Synergy_Loewe=-10.4, Synergy_HSA=-8.91.